This data is from Reaction yield outcomes from USPTO patents with 853,638 reactions. The task is: Predict the reaction yield, written as a fraction of the theoretical maximum amount of product (1.0 means a 100% yield; for example, 0.34 means a 34% yield). (1) The reactants are [NH2:1][C:2]1[CH:3]=[CH:4][C:5]([Br:12])=[C:6]([CH:11]=1)[C:7]([O:9][CH3:10])=[O:8].C(N(CC)CC)C.[C:20](Cl)(=[O:22])[CH3:21]. The catalyst is ClCCl. The product is [C:20]([NH:1][C:2]1[CH:3]=[CH:4][C:5]([Br:12])=[C:6]([CH:11]=1)[C:7]([O:9][CH3:10])=[O:8])(=[O:22])[CH3:21]. The yield is 0.980. (2) The reactants are [CH3:13][C:12]([O:11][C:9](O[C:9]([O:11][C:12]([CH3:15])([CH3:14])[CH3:13])=[O:10])=[O:10])([CH3:15])[CH3:14].Cl.[NH2:17][CH2:18][C@H:19]([C:23]1[CH:28]=[CH:27][C:26]([Cl:29])=[CH:25][CH:24]=1)[C:20]([OH:22])=[O:21].O.O.O.O.O.[OH-].C[N+](C)(C)C.CC#N. The catalyst is O. The product is [C:12]([O:11][C:9]([NH:17][CH2:18][C@H:19]([C:23]1[CH:24]=[CH:25][C:26]([Cl:29])=[CH:27][CH:28]=1)[C:20]([OH:22])=[O:21])=[O:10])([CH3:13])([CH3:14])[CH3:15]. The yield is 0.906. (3) The reactants are Br[CH:2]([C:6]1[CH:11]=[CH:10][CH:9]=[C:8]([O:12][CH3:13])[CH:7]=1)[C:3](=O)[CH3:4].[NH2:14][C:15]([NH2:17])=[S:16]. The catalyst is CCO. The product is [CH3:13][O:12][C:8]1[CH:7]=[C:6]([C:2]2[S:16][C:15]([NH2:17])=[N:14][C:3]=2[CH3:4])[CH:11]=[CH:10][CH:9]=1. The yield is 0.680. (4) The reactants are [N+:1]([C:4]1[CH:9]=[CH:8][C:7]([NH:10]N)=[CH:6][CH:5]=1)([O-:3])=[O:2].[C:12]1(=O)[CH2:17][CH2:16][CH2:15][CH2:14][CH2:13]1.Cl.O. The catalyst is C(O)(=O)C. The product is [N+:1]([C:4]1[CH:9]=[C:8]2[C:7](=[CH:6][CH:5]=1)[NH:10][C:13]1[CH2:14][CH2:15][CH2:16][CH2:17][C:12]2=1)([O-:3])=[O:2]. The yield is 0.800. (5) The reactants are [CH2:1]([O:3][C:4]1[CH:12]=[C:11]2[C:7]([C:8]([C:13]#[N:14])=[CH:9][NH:10]2)=[CH:6][CH:5]=1)[CH3:2].C([O-])([O-])=O.[Cs+].[Cs+].[CH:21]1(Br)[CH2:24][CH2:23][CH2:22]1. The catalyst is CN(C=O)C. The product is [CH:21]1([N:10]2[C:11]3[C:7](=[CH:6][CH:5]=[C:4]([O:3][CH2:1][CH3:2])[CH:12]=3)[C:8]([C:13]#[N:14])=[CH:9]2)[CH2:24][CH2:23][CH2:22]1. The yield is 0.830. (6) The reactants are [I:1][C:2]1[C:10]2[C:5](=[N:6][CH:7]=[C:8]([C:11]#[N:12])[CH:9]=2)[NH:4][CH:3]=1.[C:13]1([S:19](Cl)(=[O:21])=[O:20])[CH:18]=[CH:17][CH:16]=[CH:15][CH:14]=1.[OH-].[Na+]. The catalyst is [N+](CCCC)(CCCC)(CCCC)CCCC.[O-]S(O)(=O)=O.C(Cl)Cl. The product is [C:13]1([S:19]([N:4]2[C:5]3=[N:6][CH:7]=[C:8]([C:11]#[N:12])[CH:9]=[C:10]3[C:2]([I:1])=[CH:3]2)(=[O:21])=[O:20])[CH:18]=[CH:17][CH:16]=[CH:15][CH:14]=1. The yield is 0.750. (7) The product is [NH2:1][C:2]1[N:11]=[C:10]([OH:12])[C:9]2[C:4](=[N:5][CH:6]=[C:7]([CH2:13][NH:14][C:15]3[CH:16]=[CH:17][C:18]([C:19]([NH:21][C@@H:22]([CH2:23][CH2:24][C:25]([NH:26][CH2:27][CH2:28][O:29][CH2:30][CH2:31][O:32][CH2:33][CH2:34][NH2:35])=[O:43])[C:44]([OH:46])=[O:45])=[O:20])=[CH:48][CH:49]=3)[N:8]=2)[N:3]=1. The catalyst is Cl. The yield is 1.00. The reactants are [NH2:1][C:2]1[N:11]=[C:10]([OH:12])[C:9]2[C:4](=[N:5][CH:6]=[C:7]([CH2:13][NH:14][C:15]3[CH:49]=[CH:48][C:18]([C:19]([NH:21][C@H:22]([C:44]([O:46]C)=[O:45])[CH2:23][CH2:24][C:25](=[O:43])[NH:26][CH2:27][CH2:28][O:29][CH2:30][CH2:31][O:32][CH2:33][CH2:34][NH:35]C(=O)OC(C)(C)C)=[O:20])=[CH:17][CH:16]=3)[N:8]=2)[N:3]=1.[OH-].[Li+].C1COCC1.O. (8) The reactants are FC(F)(F)C(O)=O.[O:8]=[C:9]([S:27][C:28]1[CH:33]=[CH:32][CH:31]=[CH:30][CH:29]=1)[CH2:10][CH2:11][C@H:12]([NH:20][C:21](=[O:26])[CH2:22][CH2:23][CH:24]=[CH2:25])[C:13]([O:15][C:16](C)(C)[CH3:17])=[O:14].C([N:36](C(C)C)C(C)C)C.O. The catalyst is ClCCl.BrCC#N. The product is [O:8]=[C:9]([S:27][C:28]1[CH:33]=[CH:32][CH:31]=[CH:30][CH:29]=1)[CH2:10][CH2:11][C@H:12]([NH:20][C:21](=[O:26])[CH2:22][CH2:23][CH:24]=[CH2:25])[C:13]([O:15][CH2:16][C:17]#[N:36])=[O:14]. The yield is 0.640. (9) The reactants are C(OC([N:8]1[C:16]2[C:11](=[CH:12][CH:13]=[CH:14][CH:15]=2)[C:10]([CH:17]([CH3:20])[C:18]#[N:19])=[CH:9]1)=O)(C)(C)C.C(O)(C(F)(F)F)=O. The catalyst is C(Cl)Cl. The product is [NH:8]1[C:16]2[C:11](=[CH:12][CH:13]=[CH:14][CH:15]=2)[C:10]([CH:17]([CH3:20])[C:18]#[N:19])=[CH:9]1. The yield is 0.990.